From a dataset of Drug-target binding data from BindingDB using IC50 measurements. Regression. Given a target protein amino acid sequence and a drug SMILES string, predict the binding affinity score between them. We predict pIC50 (pIC50 = -log10(IC50 in M); higher means more potent). Dataset: bindingdb_ic50. (1) The drug is CCN(CCO)C(C)(C)C#Cc1ccc2c(-c3ccc(Br)cc3)nsc2c1. The target protein (P38604) has sequence MTEFYSDTIGLPKTDPRLWRLRTDELGRESWEYLTPQQAANDPPSTFTQWLLQDPKFPQPHPERNKHSPDFSAFDACHNGASFFKLLQEPDSGIFPCQYKGPMFMTIGYVAVNYIAGIEIPEHERIELIRYIVNTAHPVDGGWGLHSVDKSTVFGTVLNYVILRLLGLPKDHPVCAKARSTLLRLGGAIGSPHWGKIWLSALNLYKWEGVNPAPPETWLLPYSLPMHPGRWWVHTRGVYIPVSYLSLVKFSCPMTPLLEELRNEIYTKPFDKINFSKNRNTVCGVDLYYPHSTTLNIANSLVVFYEKYLRNRFIYSLSKKKVYDLIKTELQNTDSLCIAPVNQAFCALVTLIEEGVDSEAFQRLQYRFKDALFHGPQGMTIMGTNGVQTWDCAFAIQYFFVAGLAERPEFYNTIVSAYKFLCHAQFDTECVPGSYRDKRKGAWGFSTKTQGYTVADCTAEAIKAIIMVKNSPVFSEVHHMISSERLFEGIDVLLNLQNIG.... The pIC50 is 5.7. (2) The drug is Nc1cccc2c(O)cc(S(=O)(=O)O)cc12. The target protein (Q16690) has sequence MKVTSLDGRQLRKMLRKEAAARCVVLDCRPYLAFAASNVRGSLNVNLNSVVLRRARGGAVSARYVLPDEAARARLLQEGGGGVAAVVVLDQGSRHWQKLREESAARVVLTSLLACLPAGPRVYFLKGGYETFYSEYPECCVDVKPISQEKIESERALISQCGKPVVNVSYRPAYDQGGPVEILPFLYLGSAYHASKCEFLANLHITALLNVSRRTSEACATHLHYKWIPVEDSHTADISSHFQEAIDFIDCVREKGGKVLVHCEAGISRSPTICMAYLMKTKQFRLKEAFDYIKQRRSMVSPNFGFMGQLLQYESEILPSTPNPQPPSCQGEAAGSSLIGHLQTLSPDMQGAYCTFPASVLAPVPTHSTVSELSRSPVATATSC. The pIC50 is 5.5. (3) The compound is NCCCCC(CN(C(=O)NCCc1ccc(Br)cc1)C(CCC(=O)O)CN(CCC(N)=O)C(=O)NCCCc1ccc(Br)cc1)N(CC(CCC(=O)O)NC(N)=O)C(=O)NCCCc1ccccc1. The target protein sequence is MTSFSTSAQCSTSDSACRISPGQINQVRPKLPLLKILHAAGAQGEMFTVKEVMHYLGQYIMVKQLYDQQEQHMVYCGGDLLGELLGRQSFSVKDPSPLYDMLRKNLVTLATATTDAAQTLALAQDHSMDIPSQDQLKQSAEESSTSRKRTTEDDIPTLPTSEHKCIHSREDEDLIENLAQDETSRLDLGFEEWDVAGLPWWFLGNLRSNYTPRSNGSTDLQTNQDVGTAIVSDTTDDLWFLNESVSEQLGVGIKVEAADTEQTSEEVGKVSDKKVIEVGKNDDLEDSKSLSDDTDVEVTSEDEWQCTECKKFNSPSKRYCFRCWALRKDWYSDCSKLTHSLSTSDITAIPEKENEGNDVPDCRRTISAPVVRPKDAYIKKENSKLFDPCNSVEFLDLAHSSESQETISSMGEQLDNLSEQRTDTENMEDCQNLLKPCSLCEKRPRDGNIIHGRTGHLVTCFHCARRLKKAGASCPICKKEIQLVIKVFIA. The pIC50 is 4.7.